Predict the reactants needed to synthesize the given product. From a dataset of Full USPTO retrosynthesis dataset with 1.9M reactions from patents (1976-2016). (1) Given the product [OH:32][C:28]1[CH:27]=[C:26]([C:15]2[N:16]=[C:17]([N:20]3[CH2:21][CH2:22][O:23][CH2:24][CH2:25]3)[C:18]3[S:19][C:11]([CH2:10][N:7]4[CH2:6][CH2:5][CH:4]([NH:3][C:40](=[O:42])[CH3:41])[CH2:9][CH2:8]4)=[CH:12][C:13]=3[N:14]=2)[CH:31]=[CH:30][CH:29]=1, predict the reactants needed to synthesize it. The reactants are: Cl.Cl.[NH2:3][CH:4]1[CH2:9][CH2:8][N:7]([CH2:10][C:11]2[S:19][C:18]3[C:17]([N:20]4[CH2:25][CH2:24][O:23][CH2:22][CH2:21]4)=[N:16][C:15]([C:26]4[CH:27]=[C:28]([OH:32])[CH:29]=[CH:30][CH:31]=4)=[N:14][C:13]=3[CH:12]=2)[CH2:6][CH2:5]1.C(N(CC)CC)C.[C:40](Cl)(=[O:42])[CH3:41]. (2) The reactants are: [Cl:1][C:2]1[CH:3]=[C:4]([CH:6]=[C:7]([Cl:9])[CH:8]=1)[NH2:5].C([C:12](=O)[C:13]([O-:15])=[O:14])C.[CH3:17][O:18][C:19]1[CH:24]=[CH:23][C:22](/[CH:25]=[CH:26]/[C:27]2[CH:32]=[CH:31][C:30]([O:33][CH3:34])=[CH:29][CH:28]=2)=[CH:21][CH:20]=1.F[C:36](F)(F)[C:37](O)=O. Given the product [CH2:36]([O:15][C:13]([CH:12]1[CH:26]([C:27]2[CH:28]=[CH:29][C:30]([O:33][CH3:34])=[CH:31][CH:32]=2)[CH:25]([C:22]2[CH:21]=[CH:20][C:19]([O:18][CH3:17])=[CH:24][CH:23]=2)[C:3]2[C:4](=[CH:6][C:7]([Cl:9])=[CH:8][C:2]=2[Cl:1])[NH:5]1)=[O:14])[CH3:37], predict the reactants needed to synthesize it. (3) Given the product [N:1]([C:4]1[CH:14]=[CH:13][C:7]([C:8]([NH:10][CH2:11][CH3:12])=[O:9])=[CH:6][C:5]=1[O:15][CH2:16][C:17]1[CH:22]=[CH:21][CH:20]=[CH:19][CH:18]=1)=[N+:2]=[N-:3], predict the reactants needed to synthesize it. The reactants are: [N:1]([C:4]1[CH:14]=[CH:13][C:7]([C:8]([NH:10][CH2:11][CH3:12])=[O:9])=[CH:6][C:5]=1[OH:15])=[N+:2]=[N-:3].[CH2:16](Br)[C:17]1[CH:22]=[CH:21][CH:20]=[CH:19][CH:18]=1.C(=O)([O-])[O-].[K+].[K+].O. (4) Given the product [Br:1][C:2]1[CH:3]=[N:4][C:5]2[N:6]([N:8]=[C:9]([C:11]([N:16]3[CH2:17][CH2:18][C:19]4[C:24](=[CH:23][CH:22]=[CH:21][C:20]=4[N:6]4[CH:7]=[CH:2][CH:3]=[N:4][CH2:5]4)[CH:15]3[CH3:14])=[O:13])[CH:10]=2)[CH:7]=1, predict the reactants needed to synthesize it. The reactants are: [Br:1][C:2]1[CH:3]=[N:4][C:5]2[N:6]([N:8]=[C:9]([C:11]([OH:13])=O)[CH:10]=2)[CH:7]=1.[CH3:14][CH:15]1[C:24]2[C:19](=[C:20](C3C=NC=CC=3)[CH:21]=[CH:22][CH:23]=2)[CH2:18][CH2:17][NH:16]1. (5) The reactants are: C(OC(=O)[NH:7][N:8]1[C:12]([C:13]2[CH:18]=[CH:17][CH:16]=[CH:15][CH:14]=2)=[CH:11][CH:10]=[C:9]1[C:19]1[CH:24]=[CH:23][CH:22]=[CH:21][CH:20]=1)(C)(C)C.Cl. Given the product [C:13]1([C:12]2[N:8]([NH2:7])[C:9]([C:19]3[CH:20]=[CH:21][CH:22]=[CH:23][CH:24]=3)=[CH:10][CH:11]=2)[CH:18]=[CH:17][CH:16]=[CH:15][CH:14]=1, predict the reactants needed to synthesize it. (6) Given the product [CH:16]#[C:17][CH2:18][NH:19][C@H:20]1[C:24]2[CH:25]=[CH:26][CH:27]=[CH:28][C:23]=2[CH2:22][CH2:21]1.[C:5]([O-:15])(=[O:14])[CH:6]([C:8]1[CH:13]=[CH:12][CH:11]=[CH:10][CH:9]=1)[OH:7], predict the reactants needed to synthesize it. The reactants are: C(O)(C)C.[C:5]([OH:15])(=[O:14])[C@H:6]([C:8]1[CH:13]=[CH:12][CH:11]=[CH:10][CH:9]=1)[OH:7].[CH:16]#[C:17][CH2:18][NH:19][C@H:20]1[C:24]2[CH:25]=[CH:26][CH:27]=[CH:28][C:23]=2[CH2:22][CH2:21]1. (7) Given the product [C:1]([O:5][C:6]([N:8]1[CH2:9][C:10]2[C:15](=[C:14]([CH:54]=[CH:53][C:52]([O:56][CH3:57])=[O:55])[CH:13]=[CH:12][C:11]=2[OH:18])[CH2:16]1)=[O:7])([CH3:4])([CH3:3])[CH3:2], predict the reactants needed to synthesize it. The reactants are: [C:1]([O:5][C:6]([N:8]1[CH2:16][C:15]2[C:10](=[C:11]([OH:18])[CH:12]=[CH:13][C:14]=2Br)[CH2:9]1)=[O:7])([CH3:4])([CH3:3])[CH3:2].C(#N)CC.C1(C)C=CC=CC=1P(C1C=CC=CC=1C)C1C=CC=CC=1C.C(NC(C)C)(C)C.[C:52]([O:56][CH3:57])(=[O:55])[CH:53]=[CH2:54]. (8) Given the product [ClH:1].[Cl:1][C:2]1[CH:7]=[C:6]([C:8]2[CH:12]=[CH:11][O:10][CH:9]=2)[CH:5]=[CH:4][C:3]=1[S:13]([NH:16][C:17]1[C:18]([O:38][CH3:39])=[CH:19][CH:20]=[C:21]([N:23]2[CH2:28][C@H:27]([CH3:29])[NH:26][C@H:25]([CH3:37])[CH2:24]2)[N:22]=1)(=[O:14])=[O:15], predict the reactants needed to synthesize it. The reactants are: [Cl:1][C:2]1[CH:7]=[C:6]([C:8]2[CH:12]=[CH:11][O:10][CH:9]=2)[CH:5]=[CH:4][C:3]=1[S:13]([NH:16][C:17]1[N:22]=[C:21]([N:23]2[CH2:28][C@H:27]([CH3:29])[N:26](C(OC(C)(C)C)=O)[C@H:25]([CH3:37])[CH2:24]2)[CH:20]=[CH:19][C:18]=1[O:38][CH3:39])(=[O:15])=[O:14]. (9) Given the product [CH:22]1([NH:25][C:2]2[N:11]=[C:10]([C:12]3[CH:17]=[CH:16][C:15]([N:18]([CH3:20])[CH3:19])=[C:14]([CH3:21])[CH:13]=3)[CH:9]=[C:8]3[C:3]=2[CH:4]=[CH:5][CH:6]=[N:7]3)[CH2:24][CH2:23]1, predict the reactants needed to synthesize it. The reactants are: Cl[C:2]1[N:11]=[C:10]([C:12]2[CH:17]=[CH:16][C:15]([N:18]([CH3:20])[CH3:19])=[C:14]([CH3:21])[CH:13]=2)[CH:9]=[C:8]2[C:3]=1[CH:4]=[CH:5][CH:6]=[N:7]2.[CH:22]1([NH2:25])[CH2:24][CH2:23]1.C(#N)C.O.FC(F)(F)C(O)=O.